Dataset: Catalyst prediction with 721,799 reactions and 888 catalyst types from USPTO. Task: Predict which catalyst facilitates the given reaction. (1) The catalyst class is: 73. Reactant: [CH3:1][S:2]([O:5][C:6]1[CH:7]=[C:8]2[C:13](=[CH:14][CH:15]=1)[C:12]([C:16](=[O:32])[C:17]1[CH:22]=[CH:21][C:20]([O:23][CH2:24][CH2:25][N:26]3[CH2:31][CH2:30][CH2:29][CH2:28][CH2:27]3)=[CH:19][CH:18]=1)=[C:11](OS(C(F)(F)F)(=O)=O)[CH:10]=[CH:9]2)(=[O:4])=[O:3].[F:41][C:42]1[CH:51]=[CH:50][C:45]2B(O)[O:47][CH2:48][C:44]=2[CH:43]=1. Product: [F:41][C:42]1[CH:51]=[CH:50][C:45]([C:11]2[C:12]([C:16](=[O:32])[C:17]3[CH:22]=[CH:21][C:20]([O:23][CH2:24][CH2:25][N:26]4[CH2:27][CH2:28][CH2:29][CH2:30][CH2:31]4)=[CH:19][CH:18]=3)=[C:13]3[C:8](=[CH:9][CH:10]=2)[CH:7]=[C:6]([O:5][S:2]([CH3:1])(=[O:4])=[O:3])[CH:15]=[CH:14]3)=[C:44]([CH2:48][OH:47])[CH:43]=1. (2) Reactant: C([O:5][C:6]([C:8]1[CH:9]=[CH:10][C:11]([C:14]2[N:18]=[C:17]([C:19]3[CH:24]=[CH:23][CH:22]=[C:21]([C:25]#[N:26])[CH:20]=3)[O:16][N:15]=2)=[N:12][CH:13]=1)=[O:7])(C)(C)C. Product: [OH:7][C:6]([C:8]1[CH:9]=[CH:10][C:11]([C:14]2[N:18]=[C:17]([C:19]3[CH:24]=[CH:23][CH:22]=[C:21]([C:25]#[N:26])[CH:20]=3)[O:16][N:15]=2)=[N:12][CH:13]=1)=[O:5]. The catalyst class is: 106.